This data is from Full USPTO retrosynthesis dataset with 1.9M reactions from patents (1976-2016). The task is: Predict the reactants needed to synthesize the given product. (1) Given the product [Br:1][C:2]1[CH:3]=[C:4]([CH:16]=[CH:17][CH:18]=1)[O:5][CH2:6][C:7]1[CH:8]=[CH:9][C:10]([C:11]([NH:48][CH2:49][C:50]2[C:51]([OH:58])=[N:52][C:53]([CH3:57])=[CH:54][C:55]=2[CH3:56])=[O:13])=[CH:14][CH:15]=1, predict the reactants needed to synthesize it. The reactants are: [Br:1][C:2]1[CH:3]=[C:4]([CH:16]=[CH:17][CH:18]=1)[O:5][CH2:6][C:7]1[CH:15]=[CH:14][C:10]([C:11]([OH:13])=O)=[CH:9][CH:8]=1.Cl.C(N=C=NCCCN(C)C)C.N1(O)C2C=CC=CC=2N=N1.C(N(CC)CC)C.[NH2:48][CH2:49][C:50]1[C:51]([OH:58])=[N:52][C:53]([CH3:57])=[CH:54][C:55]=1[CH3:56]. (2) Given the product [CH3:13][C:10]1[CH:11]=[CH:12][C:6]2[C:5](=[O:14])[NH:4][C:3]([O:26][CH2:25][CH2:24][CH2:23][CH2:22][CH2:21][C:15]3[CH:16]=[CH:17][CH:18]=[CH:19][CH:20]=3)=[N:8][C:7]=2[N:9]=1, predict the reactants needed to synthesize it. The reactants are: Cl.Cl[C:3]1[NH:4][C:5](=[O:14])[C:6]2[CH:12]=[CH:11][C:10]([CH3:13])=[N:9][C:7]=2[N:8]=1.[C:15]1([CH2:21][CH2:22][CH2:23][CH2:24][CH2:25][OH:26])[CH:20]=[CH:19][CH:18]=[CH:17][CH:16]=1.CC([O-])(C)C.[K+].